This data is from Forward reaction prediction with 1.9M reactions from USPTO patents (1976-2016). The task is: Predict the product of the given reaction. (1) The product is: [NH:48]1[CH:52]=[C:51]([CH2:53][CH2:54][NH:55][C:2]2[CH:3]=[CH:4][CH:5]=[C:6]([C:8]3[C:16]4[C:11](=[CH:12][N:13]=[C:14]([C:17]5[CH:18]=[N:19][N:20]([CH3:22])[CH:21]=5)[CH:15]=4)[NH:10][N:9]=3)[N:7]=2)[N:50]=[CH:49]1. Given the reactants F[C:2]1[N:7]=[C:6]([C:8]2[C:16]3[C:11](=[CH:12][N:13]=[C:14]([C:17]4[CH:18]=[N:19][N:20]([CH3:22])[CH:21]=4)[CH:15]=3)[N:10](C3CCCCO3)[N:9]=2)[CH:5]=[CH:4][CH:3]=1.C([N:48]1[CH:52]=[C:51]([CH2:53][CH2:54][NH2:55])[N:50]=[CH:49]1)(C1C=CC=CC=1)(C1C=CC=CC=1)C1C=CC=CC=1, predict the reaction product. (2) Given the reactants [C:1](#N)[C:2]1[C:3](=[CH:5][CH:6]=[CH:7][CH:8]=1)[NH2:4].[Li][CH2:11][CH2:12][CH2:13][CH3:14].[OH2:15], predict the reaction product. The product is: [NH2:4][C:3]1[CH:5]=[CH:6][CH:7]=[CH:8][C:2]=1[C:1](=[O:15])[CH2:11][CH2:12][CH2:13][CH3:14]. (3) Given the reactants ClC(O[C:5]1[C:13]2[NH:12][C:11]([OH:14])=[N:10][C:9]=2[CH:8]=[CH:7][CH:6]=1)=O.[NH2:15][C:16]1[CH:24]=[CH:23][C:19]([C:20]([OH:22])=[O:21])=[CH:18][CH:17]=1.C1C[O:28][CH2:27]C1, predict the reaction product. The product is: [C:20]([C:19]1[CH:23]=[CH:24][C:16]([NH:15][C:27]([N:10]2[C:9]3[CH:8]=[CH:7][CH:6]=[CH:5][C:13]=3[NH:12][C:11]2=[O:14])=[O:28])=[CH:17][CH:18]=1)([OH:22])=[O:21]. (4) Given the reactants [C:1]([O:5][C:6](=[O:26])[NH:7][C@H:8]1[CH2:13][CH2:12][C@H:11]([CH2:14][NH:15][C:16]2[C:21]([N+:22]([O-:24])=[O:23])=[CH:20][N:19]=[C:18](Cl)[N:17]=2)[CH2:10][CH2:9]1)([CH3:4])([CH3:3])[CH3:2].CCN(CC)CC.[N:34]1([C:40]2[CH:41]=[C:42]([CH:45]=[CH:46][CH:47]=2)[CH2:43][NH2:44])[CH2:39][CH2:38][CH2:37][CH2:36][CH2:35]1.CCO, predict the reaction product. The product is: [C:1]([O:5][C:6](=[O:26])[NH:7][CH:8]1[CH2:13][CH2:12][CH:11]([CH2:14][NH:15][C:16]2[C:21]([N+:22]([O-:24])=[O:23])=[CH:20][N:19]=[C:18]([NH:44][CH2:43][C:42]3[CH:45]=[CH:46][CH:47]=[C:40]([N:34]4[CH2:39][CH2:38][CH2:37][CH2:36][CH2:35]4)[CH:41]=3)[N:17]=2)[CH2:10][CH2:9]1)([CH3:4])([CH3:3])[CH3:2].